From a dataset of Full USPTO retrosynthesis dataset with 1.9M reactions from patents (1976-2016). Predict the reactants needed to synthesize the given product. Given the product [F:1][CH2:2][CH2:3][N:4]1[C:16]2[CH2:15][CH2:14][CH2:13][CH:12]([C:17]([Cl:22])=[O:18])[C:11]=2[C:10]2[C:5]1=[CH:6][CH:7]=[CH:8][C:9]=2[O:20][CH3:21], predict the reactants needed to synthesize it. The reactants are: [F:1][CH2:2][CH2:3][N:4]1[C:16]2[CH2:15][CH2:14][CH2:13][CH:12]([C:17](O)=[O:18])[C:11]=2[C:10]2[C:5]1=[CH:6][CH:7]=[CH:8][C:9]=2[O:20][CH3:21].[Cl:22]CCl.C(Cl)(=O)C(Cl)=O.